The task is: Regression. Given a peptide amino acid sequence and an MHC pseudo amino acid sequence, predict their binding affinity value. This is MHC class I binding data.. This data is from Peptide-MHC class I binding affinity with 185,985 pairs from IEDB/IMGT. The peptide sequence is STIQNYLSI. The MHC is H-2-Kb with pseudo-sequence H-2-Kb. The binding affinity (normalized) is 0.509.